This data is from Experimentally validated miRNA-target interactions with 360,000+ pairs, plus equal number of negative samples. The task is: Binary Classification. Given a miRNA mature sequence and a target amino acid sequence, predict their likelihood of interaction. (1) The miRNA is dre-miR-29b with sequence UAGCACCAUUUGAAAUCAGUGU. The protein sequence of the target gene is MLWIWAVLPLVLAGSQLRVHTQGTNSISESLKLRRRVRETDKNCSEGLYQGGPFCCQPCQPGKKKVEDCKMNGGTPTCAPCTEGKEYMDKNHYADKCRRCTLCDEEHGLEVETNCTLTQNTKCKCKPDFYCDSPGCEHCVRCASCEHGTLEPCTATSNTNCRKQSPRNRLWLLTILVLLIPLVFIYRKYRKRKCWKRRQDDPESRTSSRETIPMNASNLSLSKYIPRIAEDMTIQEAKKFARENNIKEGKIDEIMHDSIQDTAEQKVQLLLCWYQSHGKSDAYQDLIKGLKKAECRRTLD.... Result: 0 (no interaction). (2) The miRNA is hsa-miR-6880-5p with sequence UGGUGGAGGAAGAGGGCAGCUC. The protein sequence of the target gene is MSSGTELLWPGAALLVLLGVAASLCVRCSRPGAKRSEKIYQQRSLREDQQSFTGSRTYSLVGQAWPGPLADMAPTRKDKLLQFYPSLEDPASSRYQNFSKGSRHGSEEAYIDPIAMEYYNWGRFSKPPEDDDANSYENVLICKQKTTETGAQQEGIGGLCRGDLSLSLALKTGPTSGLCPSASPEEDEESEDYQNSASIHQWRESRKVMGQLQREASPGPVGSPDEEDGEPDYVNGEVAATEA. Result: 1 (interaction). (3) The miRNA is hsa-miR-124-3p with sequence UAAGGCACGCGGUGAAUGCCAA. The protein sequence of the target gene is MAAPGGRSEPPQLPEYSCSYMVSRPVYSELAFQQQHERRLQERKTLRESLAKCCSCSRKRAFGVLKTLVPILEWLPKYRVKEWLLSDVISGVSTGLVATLQGMAYALLAAVPVGYGLYSAFFPILTYFIFGTSRHISVGPFPVVSLMVGSVVLSMAPDEHFLVSSSNGTVLNTTMIDTAARDTARVLIASALTLLVGIIQLIFGGLQIGFIVRYLADPLVGGFTTAAAFQVLVSQLKIVLNVSTKNYNGVLSIIYTLVEIFQNIGDTNLADFTAGLLTIVVCMAVKELNDRFRHKIPVPI.... Result: 1 (interaction). (4) The miRNA is hsa-miR-5739 with sequence GCGGAGAGAGAAUGGGGAGC. The protein sequence of the target gene is MLNFGASLQQASEGKMELISEKPREGMHPWDKAEQSDFEAVEALMSMSCDWKSHFKKYLENRPVTPVSDTSEDDSLLPGTPDLQTVPAFCLTPPYSPSDFEPSQGSNLTASAPSTGHFKSFSDAAKPPGATPFKEEEKNPLAAPPLPKAQATSVIRHTADAQLCNHQSCPVKAASILNYQDNSFRRRTHGNVEATRKNIPCAAVSPNRSKPEPSTVSDGDEKAGAALYDFAVPSSETVICRSQPAPSSPVQKSVLVSSPTVSTGGVPPLPVICQMVPLPANNSLVSTVVPSTPPSQPPAV.... Result: 0 (no interaction). (5) Result: 1 (interaction). The protein sequence of the target gene is MERRVVKPPGQDMVVERLKSRYGLAGRCPVEENDMTGVWAALMNQQHELSDFDQTKYKRRIVTSPDGLDTYSSGDKVGSSPRYYSDGRNHPTPPFCSSFKHLNVNCLDDELDSFHDLKKWETEKELMEDDHRDGASKITKQSFKEMETDALMTSMASGLETECCSGSIDSPLKQAVYPRPKVSKKQGLLPHEINQIYDELYHIHMKLQYETTAQKKFAEELQKREQFLAEREQLLFSHETALSKIKGVKEEVLTRFQILKEQHGTEIEHLTEALKEKNKENKRMRSSFDTLRELNDNLRK.... The miRNA is mmu-miR-466a-3p with sequence UAUACAUACACGCACACAUAAGA. (6) The protein sequence of the target gene is MAAALLLALAFTLLSGQGACAAAGFLKAPLSQERWAGGSVVLHCEAVGSPIPEIQWWFEGNAPNDSCSQLWDGARLDRVHIHAAYRQHAASSLSVDGLTAEDTGTYECRASSDPDRNHLTRPPRVKWVRAQASVVVLEPGTIQTSVQEVNSKTQLTCSLNSSGVDIVGHRWMRGGKVLQEDTLPDLHTKYIVDADDRSGEYSCIFLPEPVGRSEINVEGPPRIKVGKKSEHSSEGELAKLVCKSDASYPPITDWFWFKTSDTGEEEAITNSTEANGKYVVVSTPEKSQLTISNLDVNVDP.... Result: 0 (no interaction). The miRNA is hsa-miR-378j with sequence ACUGGAUUUGGAGCCAGAA. (7) The miRNA is hsa-miR-6809-3p with sequence CUUCUCUUCUCUCCUUCCCAG. The protein sequence of the target gene is MEFDCEGVRRLLGKYKFRDLTVEELKNVSVSFPHFRYSVDTYVFKDTSQKDLLNFTGTIPVMYQGKTYNIPIRFWILDSHPFAPPICFLKPTANMEISVGKHVDAKGRIYLPYLQNWSHPKSAIVGLIKEMIAKFQEELPLYSIPSSNEAQQVDLLAYITKITEGVSDINSRGWTNHENKILNKITVVGSGDLGIACTLAISAKGIADKLLLLDLSDGMSQGTMDLDIFNLPNVEISKDLSASAHSKVVIFTANSLGGSESYLHAVQSNVDMFRALVPALGHYSQHAVLLVASQPVEIMS.... Result: 0 (no interaction).